Dataset: Full USPTO retrosynthesis dataset with 1.9M reactions from patents (1976-2016). Task: Predict the reactants needed to synthesize the given product. (1) Given the product [ClH:51].[NH2:8][C@@H:9]1[C:23](=[O:24])[N:22]2[CH2:25][C@H:26]([O:28][C:29]3[N:30]=[C:31]4[C:36](=[C:37]5[C:42]=3[CH:41]=[CH:40][CH:39]=[CH:38]5)[CH:35]=[CH:34][C:33]([F:43])=[CH:32]4)[CH2:27][C@H:21]2[C:20](=[O:44])[NH:19][C@:18]2([C:46]([O:48][CH2:49][CH3:50])=[O:47])[CH2:45][C@H:17]2[CH:16]=[CH:15][CH2:14][CH2:13][CH2:12][CH2:11][CH2:10]1, predict the reactants needed to synthesize it. The reactants are: C(OC([NH:8][C@@H:9]1[C:23](=[O:24])[N:22]2[CH2:25][C@H:26]([O:28][C:29]3[N:30]=[C:31]4[C:36](=[C:37]5[C:42]=3[CH:41]=[CH:40][CH:39]=[CH:38]5)[CH:35]=[CH:34][C:33]([F:43])=[CH:32]4)[CH2:27][C@H:21]2[C:20](=[O:44])[NH:19][C@:18]2([C:46]([O:48][CH2:49][CH3:50])=[O:47])[CH2:45][C@H:17]2[CH:16]=[CH:15][CH2:14][CH2:13][CH2:12][CH2:11][CH2:10]1)=O)(C)(C)C.[ClH:51]. (2) Given the product [F:26][C:23]([F:24])([F:25])[O:22][C:20]1[CH:19]=[CH:18][C:16]2[NH:17][C:35]3[CH2:36][C:31]4([NH:32][C:33](=[O:38])[C:34]=3[S:14][C:15]=2[CH:21]=1)[CH2:27][CH2:28][CH2:29][CH2:30]4, predict the reactants needed to synthesize it. The reactants are: [NH2:17][C:16]1[CH:18]=[CH:19][C:20]([O:22][C:23]([F:24])([F:25])[F:26])=[CH:21][C:15]=1[S:14][S:14][C:15]1[CH:21]=[C:20]([O:22][C:23]([F:26])([F:25])[F:24])[CH:19]=[CH:18][C:16]=1[NH2:17].[CH2:27]1[C:31]2([CH2:36][C:35](=O)[CH2:34][C:33](=[O:38])[NH:32]2)[CH2:30][CH2:29][CH2:28]1.